From a dataset of Reaction yield outcomes from USPTO patents with 853,638 reactions. Predict the reaction yield, written as a fraction of the theoretical maximum amount of product (1.0 means a 100% yield; for example, 0.34 means a 34% yield). The reactants are [C:1]12([C:11]([O:13][CH:14]3[CH:18]4[O:19][C:20](=[O:30])[CH:21]5[CH:22]([C:23]([O:25]C(C)(C)C)=[O:24])[CH:15]3[CH2:16][CH:17]45)=[O:12])[CH2:10][CH:5]3[CH2:6][CH:7]([CH2:9][CH:3]([CH2:4]3)[CH2:2]1)[CH2:8]2. The catalyst is C(O)=O. The product is [C:1]12([C:11]([O:13][CH:14]3[CH:18]4[O:19][C:20](=[O:30])[CH:21]5[CH:22]([C:23]([OH:25])=[O:24])[CH:15]3[CH2:16][CH:17]45)=[O:12])[CH2:10][CH:5]3[CH2:4][CH:3]([CH2:9][CH:7]([CH2:6]3)[CH2:8]1)[CH2:2]2. The yield is 0.950.